Dataset: Full USPTO retrosynthesis dataset with 1.9M reactions from patents (1976-2016). Task: Predict the reactants needed to synthesize the given product. (1) Given the product [C:1]([O:5][C:6]([C:8]1([CH2:11][CH:12]=[O:14])[CH2:10][CH2:9]1)=[O:7])([CH3:4])([CH3:3])[CH3:2], predict the reactants needed to synthesize it. The reactants are: [C:1]([O:5][C:6]([C:8]1([CH2:11][CH:12]=C)[CH2:10][CH2:9]1)=[O:7])([CH3:4])([CH3:3])[CH3:2].[O:14]=[O+][O-]. (2) Given the product [CH3:20][C:18]([CH3:21])([CH3:19])[CH2:17][CH2:16][C@@H:15]([C:22]([O:24][CH3:25])=[O:23])[NH:14][C:12]([C:3]1[C:2]([NH:1][C:27]([NH:26][C:29]2[C:30]([CH3:37])=[CH:31][C:32]([CH3:36])=[CH:33][C:34]=2[CH3:35])=[O:28])=[CH:11][C:10]2[C:5](=[CH:6][CH:7]=[CH:8][CH:9]=2)[CH:4]=1)=[O:13], predict the reactants needed to synthesize it. The reactants are: [NH2:1][C:2]1[C:3]([C:12]([NH:14][C@H:15]([C:22]([O:24][CH3:25])=[O:23])[CH2:16][CH2:17][C:18]([CH3:21])([CH3:20])[CH3:19])=[O:13])=[CH:4][C:5]2[C:10]([CH:11]=1)=[CH:9][CH:8]=[CH:7][CH:6]=2.[N:26]([C:29]1[C:34]([CH3:35])=[CH:33][C:32]([CH3:36])=[CH:31][C:30]=1[CH3:37])=[C:27]=[O:28]. (3) Given the product [CH3:27][O:26][C:6]1[C:7]([O:24][CH3:25])=[CH:8][C:9]2[C:10]3[C:11](=[N:12][NH:13][CH:14]=3)[C:2]([NH:36][C:33]3[CH:34]=[CH:35][C:30]([N:29]([CH3:37])[CH3:28])=[CH:31][CH:32]=3)=[N:3][C:4]=2[CH:5]=1, predict the reactants needed to synthesize it. The reactants are: Cl[C:2]1[C:11]2=[N:12][N:13](CC3C=CC(OC)=CC=3)[CH:14]=[C:10]2[C:9]2[CH:8]=[C:7]([O:24][CH3:25])[C:6]([O:26][CH3:27])=[CH:5][C:4]=2[N:3]=1.[CH3:28][N:29]([CH3:37])[C:30]1[CH:35]=[CH:34][C:33]([NH2:36])=[CH:32][CH:31]=1.Cl. (4) Given the product [Cl:1][C:2]1[CH:28]=[C:6]([C:7]([NH:33][CH:30]([CH3:32])[CH3:31])=[O:27])[C:5]([NH:10][C:9]([C:11]2[N:15]([C:16]3[C:21]([Cl:22])=[CH:20][CH:19]=[CH:18][N:17]=3)[N:14]=[C:13]([C:23]([F:26])([F:24])[F:25])[CH:12]=2)=[O:8])=[C:4]([CH3:29])[CH:3]=1, predict the reactants needed to synthesize it. The reactants are: [Cl:1][C:2]1[CH:3]=[C:4]([CH3:29])[C:5]2[N:10]=[C:9]([C:11]3[N:15]([C:16]4[C:21]([Cl:22])=[CH:20][CH:19]=[CH:18][N:17]=4)[N:14]=[C:13]([C:23]([F:26])([F:25])[F:24])[CH:12]=3)[O:8][C:7](=[O:27])[C:6]=2[CH:28]=1.[CH:30]([NH2:33])([CH3:32])[CH3:31]. (5) Given the product [CH3:1][S:2]([O:34][CH2:33][C:26]1[C:27]2[C:32](=[CH:31][CH:30]=[CH:29][CH:28]=2)[C:23]([C:21]([NH:20][C:19]2[C:14]([C:12]([NH:11][CH2:10][CH:6]3[CH2:9][CH2:8][CH2:7]3)=[O:13])=[N:15][CH:16]=[CH:17][CH:18]=2)=[O:22])=[CH:24][CH:25]=1)(=[O:4])=[O:3], predict the reactants needed to synthesize it. The reactants are: [CH3:1][S:2](Cl)(=[O:4])=[O:3].[CH:6]1([CH2:10][NH:11][C:12]([C:14]2[C:19]([NH:20][C:21]([C:23]3[C:32]4[C:27](=[CH:28][CH:29]=[CH:30][CH:31]=4)[C:26]([CH2:33][OH:34])=[CH:25][CH:24]=3)=[O:22])=[CH:18][CH:17]=[CH:16][N:15]=2)=[O:13])[CH2:9][CH2:8][CH2:7]1.CCN(CC)CC.